This data is from Reaction yield outcomes from USPTO patents with 853,638 reactions. The task is: Predict the reaction yield, written as a fraction of the theoretical maximum amount of product (1.0 means a 100% yield; for example, 0.34 means a 34% yield). (1) The reactants are Cl[C:2]1[CH:7]=[CH:6][N:5]=[C:4]([C:8]([O:10][CH3:11])=[O:9])[CH:3]=1.Cl.[O:13]1[CH2:18][CH2:17][CH:16]([NH2:19])[CH2:15][CH2:14]1.C([O-])([O-])=O.[Cs+].[Cs+].CC(C1C=C(C(C)C)C(C2C=CC=CC=2P(C2CCCCC2)C2CCCCC2)=C(C(C)C)C=1)C. The catalyst is C1(C)C=CC=CC=1.C1C=CC(/C=C/C(/C=C/C2C=CC=CC=2)=O)=CC=1.C1C=CC(/C=C/C(/C=C/C2C=CC=CC=2)=O)=CC=1.C1C=CC(/C=C/C(/C=C/C2C=CC=CC=2)=O)=CC=1.[Pd].[Pd]. The product is [O:13]1[CH2:18][CH2:17][CH:16]([NH:19][C:2]2[CH:7]=[CH:6][N:5]=[C:4]([C:8]([O:10][CH3:11])=[O:9])[CH:3]=2)[CH2:15][CH2:14]1. The yield is 0.362. (2) The product is [CH2:62]([O:61][C:59](=[O:60])[CH2:58][O:1][C:2]1[C:7]2[C@@:8]3([OH:45])[C@@:21]([O:25][CH3:26])([C@H:22]([OH:24])[CH2:23][C:6]=2[CH:5]=[C:4]([CH3:46])[C:3]=1[C:47]([O:49][CH3:50])=[O:48])[C:20](=[O:27])[C:19]1[C:10](=[CH:11][C:12]2[C:13](=[O:43])[C:14]([NH:30][C@@H:31]4[C@H:36]([O:37][CH3:38])[C@H:35]([OH:39])[C@@H:34]([O:40][CH3:41])[C@H:33]([CH3:42])[O:32]4)=[CH:15][C:16](=[O:29])[C:17]=2[C:18]=1[OH:28])[C:9]3=[O:44])[C:63]1[CH:68]=[CH:67][CH:66]=[CH:65][CH:64]=1. The reactants are [OH:1][C:2]1[C:7]2[C@@:8]3([OH:45])[C@@:21]([O:25][CH3:26])([C@H:22]([OH:24])[CH2:23][C:6]=2[CH:5]=[C:4]([CH3:46])[C:3]=1[C:47]([O:49][CH3:50])=[O:48])[C:20](=[O:27])[C:19]1[C:10](=[CH:11][C:12]2[C:13](=[O:43])[C:14]([NH:30][C@@H:31]4[C@H:36]([O:37][CH3:38])[C@H:35]([OH:39])[C@@H:34]([O:40][CH3:41])[C@H:33]([CH3:42])[O:32]4)=[CH:15][C:16](=[O:29])[C:17]=2[C:18]=1[OH:28])[C:9]3=[O:44].C(=O)([O-])[O-].[K+].[K+].Br[CH2:58][C:59]([O:61][CH2:62][C:63]1[CH:68]=[CH:67][CH:66]=[CH:65][CH:64]=1)=[O:60]. No catalyst specified. The yield is 0.510. (3) No catalyst specified. The product is [C@@H:13]1([NH:22][C:7](=[O:9])[C:6]2[CH:10]=[CH:11][C:3]([O:2][CH3:1])=[C:4]([CH3:12])[CH:5]=2)[C:21]2[C:16](=[CH:17][CH:18]=[CH:19][CH:20]=2)[CH2:15][CH2:14]1. The reactants are [CH3:1][O:2][C:3]1[CH:11]=[CH:10][C:6]([C:7]([OH:9])=O)=[CH:5][C:4]=1[CH3:12].[C@@H:13]1([NH2:22])[C:21]2[C:16](=[CH:17][CH:18]=[CH:19][CH:20]=2)[CH2:15][CH2:14]1. The yield is 0.630. (4) The reactants are [OH:1][C:2]1[CH:3]=[C:4]([CH:8]=[O:9])[CH:5]=[CH:6][CH:7]=1.Br[C:11]1[CH:16]=[CH:15][CH:14]=[C:13]([N+:17]([O-:19])=[O:18])[CH:12]=1.C(=O)([O-])[O-].[K+].[K+]. The catalyst is [Cu]=O.N1C=CC=CC=1. The product is [N+:17]([C:13]1[CH:12]=[C:11]([CH:16]=[CH:15][CH:14]=1)[O:1][C:2]1[CH:3]=[C:4]([CH:8]=[O:9])[CH:5]=[CH:6][CH:7]=1)([O-:19])=[O:18]. The yield is 0.250. (5) The reactants are Br[C:2]1[C:3]([O:16][CH3:17])=[CH:4][C:5]([N:8]2[CH2:13][CH2:12][N:11]([CH3:14])[CH2:10][C@H:9]2[CH3:15])=[N:6][CH:7]=1.[Cl:18][C:19]1[C:24]([F:25])=[CH:23][CH:22]=[C:21]([Cl:26])[C:20]=1[C@H:27]([O:29][C:30]1[C:31]([NH2:45])=[N:32][CH:33]=[C:34](B2OC(C)(C)C(C)(C)O2)[CH:35]=1)[CH3:28]. No catalyst specified. The product is [Cl:18][C:19]1[C:24]([F:25])=[CH:23][CH:22]=[C:21]([Cl:26])[C:20]=1[C@H:27]([O:29][C:30]1[CH:35]=[C:34]([C:2]2[CH:7]=[N:6][C:5]([N:8]3[CH2:13][CH2:12][N:11]([CH3:14])[CH2:10][C@H:9]3[CH3:15])=[CH:4][C:3]=2[O:16][CH3:17])[CH:33]=[N:32][C:31]=1[NH2:45])[CH3:28]. The yield is 0.640.